This data is from CYP2D6 inhibition data for predicting drug metabolism from PubChem BioAssay. The task is: Regression/Classification. Given a drug SMILES string, predict its absorption, distribution, metabolism, or excretion properties. Task type varies by dataset: regression for continuous measurements (e.g., permeability, clearance, half-life) or binary classification for categorical outcomes (e.g., BBB penetration, CYP inhibition). Dataset: cyp2d6_veith. The drug is O=C(COc1ccc(Cl)cc1)Nc1ccc(N2CCN(C(=O)c3ccco3)CC2)cc1. The result is 0 (non-inhibitor).